Dataset: Catalyst prediction with 721,799 reactions and 888 catalyst types from USPTO. Task: Predict which catalyst facilitates the given reaction. (1) Reactant: [Si:1]([O:18][CH:19]([C:21]1[N:22]=[N:23][NH:24][CH:25]=1)[CH3:20])([C:14]([CH3:17])([CH3:16])[CH3:15])([C:8]1[CH:13]=[CH:12][CH:11]=[CH:10][CH:9]=1)[C:2]1[CH:7]=[CH:6][CH:5]=[CH:4][CH:3]=1.[CH3:26][O:27][C:28]1[CH:52]=[C:51]([O:53][CH3:54])[CH:50]=[CH:49][C:29]=1[CH2:30][N:31]1[C:34](=[O:35])[C@@H:33]([NH:36][C:37](=[O:46])[O:38][CH2:39][C:40]2[CH:45]=[CH:44][CH:43]=[CH:42][CH:41]=2)[C@H:32]1[CH2:47]O.C1C=CC(P(C2C=CC=CC=2)C2C=CC=CC=2)=CC=1.CC(OC(/N=N/C(OC(C)C)=O)=O)C. Product: [Si:1]([O:18][CH:19]([C:21]1[CH:25]=[N:24][N:23]([CH2:47][C@@H:32]2[C@H:33]([NH:36][C:37](=[O:46])[O:38][CH2:39][C:40]3[CH:45]=[CH:44][CH:43]=[CH:42][CH:41]=3)[C:34](=[O:35])[N:31]2[CH2:30][C:29]2[CH:49]=[CH:50][C:51]([O:53][CH3:54])=[CH:52][C:28]=2[O:27][CH3:26])[N:22]=1)[CH3:20])([C:14]([CH3:15])([CH3:16])[CH3:17])([C:8]1[CH:13]=[CH:12][CH:11]=[CH:10][CH:9]=1)[C:2]1[CH:7]=[CH:6][CH:5]=[CH:4][CH:3]=1. The catalyst class is: 1. (2) The catalyst class is: 12. Product: [ClH:40].[O:1]1[CH:5]=[CH:4][CH:3]=[C:2]1[CH2:6][N:7]([CH2:22][C:23]1[CH:24]=[CH:25][C:26]([S:29][C:30]([CH3:39])([CH3:38])[C:31]([OH:33])=[O:32])=[CH:27][CH:28]=1)[C:8]1[CH:13]=[C:12]([O:14][C:15]2[CH:16]=[CH:17][C:18]([CH3:21])=[CH:19][CH:20]=2)[N:11]=[CH:10][N:9]=1. Reactant: [O:1]1[CH:5]=[CH:4][CH:3]=[C:2]1[CH2:6][N:7]([CH2:22][C:23]1[CH:28]=[CH:27][C:26]([S:29][C:30]([CH3:39])([CH3:38])[C:31]([O:33]C(C)(C)C)=[O:32])=[CH:25][CH:24]=1)[C:8]1[CH:13]=[C:12]([O:14][C:15]2[CH:20]=[CH:19][C:18]([CH3:21])=[CH:17][CH:16]=2)[N:11]=[CH:10][N:9]=1.[ClH:40]. (3) Reactant: [Cl:1][C:2]1[CH:10]=[CH:9][C:8]([N+:11]([O-:13])=[O:12])=[CH:7][C:3]=1[C:4](Cl)=[O:5].[CH3:14][C:15]1[CH:21]=[CH:20][C:18]([NH2:19])=[CH:17][CH:16]=1.C(OCC)(=O)C.C(=O)(O)[O-].[Na+]. Product: [CH3:14][C:15]1[CH:21]=[CH:20][C:18]([NH:19][C:4]([C:3]2[CH:7]=[C:8]([N+:11]([O-:13])=[O:12])[CH:9]=[CH:10][C:2]=2[Cl:1])=[O:5])=[CH:17][CH:16]=1. The catalyst class is: 44. (4) Reactant: Cl[C:2](Cl)(Cl)[CH:3]([OH:5])O.Cl.[NH2:9][OH:10].[CH3:11][O:12][C:13]1[CH:18]=[CH:17][C:16]([NH2:19])=[CH:15][CH:14]=1.Cl. Product: [N:9](=[CH:2][C:3]([NH:19][C:16]1[CH:17]=[CH:18][C:13]([O:12][CH3:11])=[CH:14][CH:15]=1)=[O:5])[OH:10]. The catalyst class is: 6. (5) Reactant: [N:1]1[CH:6]=[CH:5][CH:4]=[N:3][C:2]=1[C:7]1[CH:8]=[C:9]2[C:14](=[CH:15][CH:16]=1)[CH:13]=[C:12]([NH:17]C(=O)OC(C)(C)C)[CH:11]=[CH:10]2.FC(F)(F)C(O)=O. Product: [N:1]1[CH:6]=[CH:5][CH:4]=[N:3][C:2]=1[C:7]1[CH:8]=[C:9]2[C:14](=[CH:15][CH:16]=1)[CH:13]=[C:12]([NH2:17])[CH:11]=[CH:10]2. The catalyst class is: 2. (6) Reactant: [CH2:1]([O:3][C:4]([N:6]1[CH:15]=[CH:14][C:13]2[C:8](=[CH:9][C:10]([O:17][CH3:18])=[C:11]([OH:16])[CH:12]=2)[CH:7]1[CH2:19][C:20]1[CH:25]=[CH:24][CH:23]=[C:22]([O:26][CH2:27][CH3:28])[CH:21]=1)=[O:5])[CH3:2].C(=O)([O-])[O-].[K+].[K+].Br[CH2:36][CH2:37][CH2:38][OH:39]. Product: [CH2:1]([O:3][C:4]([N:6]1[CH:15]=[CH:14][C:13]2[C:8](=[CH:9][C:10]([O:17][CH3:18])=[C:11]([O:16][CH2:36][CH2:37][CH2:38][OH:39])[CH:12]=2)[CH:7]1[CH2:19][C:20]1[CH:25]=[CH:24][CH:23]=[C:22]([O:26][CH2:27][CH3:28])[CH:21]=1)=[O:5])[CH3:2]. The catalyst class is: 9. (7) Reactant: Br[C:2]1[C:3]([C:24]2[CH:29]=[CH:28][N:27]=[CH:26][CH:25]=2)=[C:4]([C:17]2[CH:22]=[CH:21][CH:20]=[C:19]([Cl:23])[CH:18]=2)[N:5]([Si](C(C)C)(C(C)C)C(C)C)[CH:6]=1.[CH3:30][O:31][C:32]1[CH:37]=[CH:36][C:35]([C@H:38]2[CH2:46][N:45]3[C@H:40]([CH2:41][C:42](=O)[CH2:43][CH2:44]3)[CH2:39]2)=[CH:34][CH:33]=1.C(N)(C)C. Product: [Cl:23][C:19]1[CH:18]=[C:17]([C:4]2[NH:5][CH:6]=[C:2]([C:42]3[CH2:43][CH2:44][N:45]4[C@H:40]([CH:41]=3)[CH2:39][C@@H:38]([C:35]3[CH:34]=[CH:33][C:32]([O:31][CH3:30])=[CH:37][CH:36]=3)[CH2:46]4)[C:3]=2[C:24]2[CH:25]=[CH:26][N:27]=[CH:28][CH:29]=2)[CH:22]=[CH:21][CH:20]=1. The catalyst class is: 13.